From a dataset of Catalyst prediction with 721,799 reactions and 888 catalyst types from USPTO. Predict which catalyst facilitates the given reaction. (1) Reactant: [C:1]1([C:7]2[C:8]3[CH:18]=[CH:17][CH:16]=[CH:15][C:9]=3[NH:10][C:11](=[O:14])[CH2:12][N:13]=2)[CH:6]=[CH:5][CH:4]=[CH:3][CH:2]=1.Br[CH2:20][CH2:21][CH2:22][CH2:23][CH2:24][C:25]([O:27][CH2:28][CH3:29])=[O:26].C(=O)([O-])[O-].[K+].[K+]. Product: [O:14]=[C:11]1[N:10]([CH2:20][CH2:21][CH2:22][CH2:23][CH2:24][C:25]([O:27][CH2:28][CH3:29])=[O:26])[C:9]2[CH:15]=[CH:16][CH:17]=[CH:18][C:8]=2[C:7]([C:1]2[CH:2]=[CH:3][CH:4]=[CH:5][CH:6]=2)=[N:13][CH2:12]1. The catalyst class is: 3. (2) Reactant: C([O:3][C:4]([C@@H:6]1[CH2:15][C@@H:14]2[C@@H:9]([CH2:10][CH2:11][C@H:12]([O:16][C:17]3[CH:22]=[C:21]([N:23]4[CH:27]=[CH:26][CH:25]=[N:24]4)[CH:20]=[CH:19][C:18]=3[C:28]3[N:29]=[N:30][NH:31][N:32]=3)[CH2:13]2)[CH2:8][N:7]1[C:33]([O:35][C:36]([CH3:39])([CH3:38])[CH3:37])=[O:34])=[O:5])C.[OH-].[Na+]. Product: [C:36]([O:35][C:33]([N:7]1[C@H:6]([C:4]([OH:5])=[O:3])[CH2:15][C@@H:14]2[C@@H:9]([CH2:10][CH2:11][C@H:12]([O:16][C:17]3[CH:22]=[C:21]([N:23]4[CH:27]=[CH:26][CH:25]=[N:24]4)[CH:20]=[CH:19][C:18]=3[C:28]3[N:29]=[N:30][NH:31][N:32]=3)[CH2:13]2)[CH2:8]1)=[O:34])([CH3:39])([CH3:37])[CH3:38]. The catalyst class is: 5. (3) The catalyst class is: 4. Reactant: CS(C)=O.C(Cl)(=O)C(Cl)=O.[Br:11][C:12]1[S:13][C:14]([Cl:19])=[CH:15][C:16]=1[CH2:17][OH:18].C(N(CC)CC)C. Product: [Br:11][C:12]1[S:13][C:14]([Cl:19])=[CH:15][C:16]=1[CH:17]=[O:18]. (4) Reactant: C(O[C:5](=[O:7])[CH3:6])(=O)C.[NH2:8][C:9]1[S:10][C:11]2[CH:17]=[C:16]([S:18][C:19]#[N:20])[CH:15]=[CH:14][C:12]=2[N:13]=1. Product: [C:5]([NH:8][C:9]1[S:10][C:11]2[CH:17]=[C:16]([S:18][C:19]#[N:20])[CH:15]=[CH:14][C:12]=2[N:13]=1)(=[O:7])[CH3:6]. The catalyst class is: 17.